From a dataset of Reaction yield outcomes from USPTO patents with 853,638 reactions. Predict the reaction yield, written as a fraction of the theoretical maximum amount of product (1.0 means a 100% yield; for example, 0.34 means a 34% yield). (1) The reactants are [CH2:1]([C:5]1[N:6]=[C:7]([CH2:27][CH3:28])[NH:8][C:9](=[O:26])[C:10]=1[CH2:11][C:12]1[CH:17]=[CH:16][C:15]([C:18]2[C:19]([C:24]#[N:25])=[CH:20][CH:21]=[CH:22][CH:23]=2)=[CH:14][CH:13]=1)[CH2:2][CH2:3][CH3:4].[CH2:29](Br)[C:30]1[CH:35]=[CH:34][CH:33]=[CH:32][CH:31]=1.C(=O)([O-])[O-].[Cs+].[Cs+]. The catalyst is CN(C)C(=O)C.C(OCC)(=O)C. The product is [CH2:29]([N:8]1[C:9](=[O:26])[C:10]([CH2:11][C:12]2[CH:17]=[CH:16][C:15]([C:18]3[C:19]([C:24]#[N:25])=[CH:20][CH:21]=[CH:22][CH:23]=3)=[CH:14][CH:13]=2)=[C:5]([CH2:1][CH2:2][CH2:3][CH3:4])[N:6]=[C:7]1[CH2:27][CH3:28])[C:30]1[CH:35]=[CH:34][CH:33]=[CH:32][CH:31]=1. The yield is 0.590. (2) The reactants are [F:1][C:2]1[CH:7]=[CH:6][CH:5]=[C:4]([F:8])[C:3]=1[N:9]1[C:14]2[N:15]=[C:16](S(C)(=O)=O)[N:17]=[C:18]([C:19]3[CH:24]=[CH:23][CH:22]=[CH:21][C:20]=3[F:25])[C:13]=2[CH:12]=[CH:11][C:10]1=[O:30].O.CCOCC.C[N:38]1CCCC1=O. No catalyst specified. The product is [NH2:38][C:16]1[N:17]=[C:18]([C:19]2[CH:24]=[CH:23][CH:22]=[CH:21][C:20]=2[F:25])[C:13]2[CH:12]=[CH:11][C:10](=[O:30])[N:9]([C:3]3[C:2]([F:1])=[CH:7][CH:6]=[CH:5][C:4]=3[F:8])[C:14]=2[N:15]=1. The yield is 0.530. (3) The reactants are [F:1][C:2]1[CH:17]=[CH:16][C:5]2[N:6]([CH2:11][C@H:12]([CH3:15])[CH2:13]I)[C:7](=[O:10])[CH2:8][O:9][C:4]=2[CH:3]=1.[CH2:18]([CH:23]1[CH2:29][CH:28]2[NH:30][CH:25]([CH2:26][CH2:27]2)[CH2:24]1)[CH2:19][CH2:20][CH2:21][CH3:22]. The catalyst is CCCCCCC.CCOC(C)=O. The product is [F:1][C:2]1[CH:17]=[CH:16][C:5]2[N:6]([CH2:11][C@H:12]([CH3:15])[CH2:13][N:30]3[CH:25]4[CH2:26][CH2:27][CH:28]3[CH2:29][CH:23]([CH2:18][CH2:19][CH2:20][CH2:21][CH3:22])[CH2:24]4)[C:7](=[O:10])[CH2:8][O:9][C:4]=2[CH:3]=1. The yield is 0.290. (4) The yield is 0.860. The catalyst is CN(C)C=O. The product is [Br:18][C:4]1[N:3]([S:9]([C:12]2[CH:17]=[CH:16][CH:15]=[CH:14][CH:13]=2)(=[O:10])=[O:11])[C:2]([CH3:1])=[C:6]([CH:7]=[O:8])[CH:5]=1. The reactants are [CH3:1][C:2]1[N:3]([S:9]([C:12]2[CH:17]=[CH:16][CH:15]=[CH:14][CH:13]=2)(=[O:11])=[O:10])[CH:4]=[CH:5][C:6]=1[CH:7]=[O:8].[Br:18]N1C(=O)CCC1=O.O. (5) The reactants are [CH3:1][C:2]([C:5]1[CH:6]=[C:7]([NH:16][C:17]([NH:19][NH:20][C:21]([C:23]2[CH:28]=[CH:27][C:26]([N+:29]([O-])=O)=[CH:25][CH:24]=2)=[O:22])=[O:18])[CH:8]=[C:9]([C:12]([CH3:15])([CH3:14])[CH3:13])[C:10]=1[OH:11])([CH3:4])[CH3:3].[H][H]. The catalyst is C(O)C.[Pd]. The product is [NH2:29][C:26]1[CH:27]=[CH:28][C:23]([C:21]([NH:20][NH:19][C:17]([NH:16][C:7]2[CH:6]=[C:5]([C:2]([CH3:1])([CH3:3])[CH3:4])[C:10]([OH:11])=[C:9]([C:12]([CH3:15])([CH3:14])[CH3:13])[CH:8]=2)=[O:18])=[O:22])=[CH:24][CH:25]=1. The yield is 0.750.